Dataset: Reaction yield outcomes from USPTO patents with 853,638 reactions. Task: Predict the reaction yield, written as a fraction of the theoretical maximum amount of product (1.0 means a 100% yield; for example, 0.34 means a 34% yield). (1) The reactants are [Br:1][C:2]1[N:6]2[CH2:7][CH2:8][N:9](C(OC(C)(C)C)=O)[C:10](=[O:11])[C:5]2=[N:4][N:3]=1.C(O)(C(F)(F)F)=O. The catalyst is C(Cl)Cl. The product is [Br:1][C:2]1[N:6]2[CH2:7][CH2:8][NH:9][C:10](=[O:11])[C:5]2=[N:4][N:3]=1. The yield is 0.870. (2) The reactants are [NH2:1][C:2]1[CH:11]=[CH:10][C:9]([Cl:12])=[CH:8][C:3]=1[C:4]([O:6][CH3:7])=[O:5].IC.[C:15](=O)([O-])[O-].[K+].[K+]. The catalyst is C(#N)C. The product is [CH3:7][O:6][C:4](=[O:5])[C:3]1[CH:8]=[C:9]([Cl:12])[CH:10]=[CH:11][C:2]=1[NH:1][CH3:15]. The yield is 0.130. (3) The reactants are Cl[C:2]1[CH:11]=[C:10]([CH3:12])[C:9]2[C:4](=[CH:5][CH:6]=[CH:7][CH:8]=2)[N:3]=1.[NH2:13][CH:14]1[CH2:19][CH2:18][CH:17]([C:20]([OH:22])=[O:21])[CH2:16][CH2:15]1.CC([O-])(C)C.[Na+].CO. The catalyst is C1(C)C=CC=CC=1.CC([O-])=O.CC([O-])=O.[Pd+2].C(O)(=O)C.O. The product is [CH3:12][C:10]1[C:9]2[C:4](=[CH:5][CH:6]=[CH:7][CH:8]=2)[N:3]=[C:2]([NH:13][C@@H:14]2[CH2:19][CH2:18][C@H:17]([C:20]([OH:22])=[O:21])[CH2:16][CH2:15]2)[CH:11]=1. The yield is 0.840. (4) The reactants are [F:1][C:2]1[CH:3]=[C:4]([NH2:30])[CH:5]=[CH:6][C:7]=1[O:8][C:9]1[C:18]2[C:13](=[CH:14][C:15]([O:21][CH2:22][CH:23]3[CH2:28][CH2:27][N:26]([CH3:29])[CH2:25][CH2:24]3)=[C:16]([O:19][CH3:20])[CH:17]=2)[N:12]=[CH:11][CH:10]=1.CCN(CC)CC.[C:38]([O:43]CC)(=O)[C:39]([NH2:41])=[O:40].[CH2:46](N)[CH2:47][C:48]1[CH:53]=[CH:52][CH:51]=[CH:50][CH:49]=1. The catalyst is C(Cl)Cl. The product is [F:1][C:2]1[CH:3]=[C:4]([NH:30][C:38](=[O:43])[C:39]([NH:41][CH2:46][CH2:47][C:48]2[CH:53]=[CH:52][CH:51]=[CH:50][CH:49]=2)=[O:40])[CH:5]=[CH:6][C:7]=1[O:8][C:9]1[C:18]2[C:13](=[CH:14][C:15]([O:21][CH2:22][CH:23]3[CH2:28][CH2:27][N:26]([CH3:29])[CH2:25][CH2:24]3)=[C:16]([O:19][CH3:20])[CH:17]=2)[N:12]=[CH:11][CH:10]=1. The yield is 0.680. (5) The reactants are [CH:1]1([NH2:4])[CH2:3][CH2:2]1.[CH2:5]=[C:6]1[O:10][C:8](=[O:9])[CH2:7]1. The catalyst is O1CCCC1. The product is [CH:1]1([NH:4][C:8](=[O:9])[CH2:7][C:6](=[O:10])[CH3:5])[CH2:3][CH2:2]1. The yield is 0.870. (6) The reactants are [F:1][C:2]1[CH:10]=[C:9]2[C:5]([CH:6]=[C:7]([C:11]([CH3:15])([CH3:14])[CH2:12][OH:13])[NH:8]2)=[CH:4][C:3]=1[N+:16]([O-:18])=[O:17].[CH3:19][C:20]([Si:23](Cl)([CH3:25])[CH3:24])([CH3:22])[CH3:21].N1C=CN=C1. The catalyst is C(Cl)Cl. The product is [Si:23]([O:13][CH2:12][C:11]([C:7]1[NH:8][C:9]2[C:5]([CH:6]=1)=[CH:4][C:3]([N+:16]([O-:18])=[O:17])=[C:2]([F:1])[CH:10]=2)([CH3:15])[CH3:14])([C:20]([CH3:22])([CH3:21])[CH3:19])([CH3:25])[CH3:24]. The yield is 0.380.